From a dataset of Forward reaction prediction with 1.9M reactions from USPTO patents (1976-2016). Predict the product of the given reaction. (1) Given the reactants [C:1]([O:5][C:6](=[O:25])[CH2:7][CH:8]([NH:13][C:14](=[O:24])[C@@H:15]([N:17]1[CH:22]=[CH:21][CH:20]=[CH:19][C:18]1=[O:23])[CH3:16])[CH:9]([OH:12])[CH2:10][F:11])([CH3:4])([CH3:3])[CH3:2].CC(OI1(OC(C)=O)(OC(C)=O)OC(=O)C2C1=CC=CC=2)=O.C(=O)([O-])O.[Na+].S([O-])([O-])(=O)=S.[Na+].[Na+], predict the reaction product. The product is: [C:1]([O:5][C:6](=[O:25])[CH2:7][CH:8]([NH:13][C:14](=[O:24])[C@@H:15]([N:17]1[CH:22]=[CH:21][CH:20]=[CH:19][C:18]1=[O:23])[CH3:16])[C:9](=[O:12])[CH2:10][F:11])([CH3:2])([CH3:3])[CH3:4]. (2) Given the reactants [Cl:1][C:2]1[CH:10]=[C:9]2[C:5]([CH:6]=[C:7]([C:13](=[O:30])[NH:14][CH:15]([C:20]3[CH:25]=[CH:24][CH:23]=[C:22]([C:26]([F:29])([F:28])[F:27])[CH:21]=3)[C:16]([F:19])([F:18])[F:17])[N:8]2[CH2:11][CH3:12])=[CH:4][C:3]=1[C:31]([OH:33])=O.C(Cl)(=O)C(Cl)=O.Cl.[NH2:41][C:42]1([C:45]#[N:46])[CH2:44][CH2:43]1.C(N(C(C)C)CC)(C)C, predict the reaction product. The product is: [Cl:1][C:2]1[CH:10]=[C:9]2[C:5]([CH:6]=[C:7]([C:13]([NH:14][CH:15]([C:20]3[CH:25]=[CH:24][CH:23]=[C:22]([C:26]([F:27])([F:28])[F:29])[CH:21]=3)[C:16]([F:19])([F:17])[F:18])=[O:30])[N:8]2[CH2:11][CH3:12])=[CH:4][C:3]=1[C:31]([NH:41][C:42]1([C:45]#[N:46])[CH2:44][CH2:43]1)=[O:33]. (3) Given the reactants [NH2:1][C:2]1[C:7]([C:8]#[N:9])=[C:6]([C:10]2[CH:15]=[CH:14][CH:13]=[CH:12][C:11]=2[F:16])[C:5]([C:17]#[N:18])=[C:4]([O:19][CH2:20][CH:21]([F:23])[F:22])[N:3]=1.[H-].[Na+].[CH3:26][O:27][CH2:28][C:29](Cl)=[O:30].[OH-].[Na+], predict the reaction product. The product is: [C:8]([C:7]1[C:2]([NH:1][C:29](=[O:30])[CH2:28][O:27][CH3:26])=[N:3][C:4]([O:19][CH2:20][CH:21]([F:23])[F:22])=[C:5]([C:17]#[N:18])[C:6]=1[C:10]1[CH:15]=[CH:14][CH:13]=[CH:12][C:11]=1[F:16])#[N:9]. (4) Given the reactants [CH3:1][O:2][C:3]1[C:4]([C:11]2[CH:12]=[C:13]([NH:24][S:25]([CH3:28])(=[O:27])=[O:26])[CH:14]=[CH:15][C:16]=2[O:17][C:18]2[CH:23]=[CH:22][CH:21]=[CH:20][CH:19]=2)=[N:5][N:6]([CH3:10])[C:7](=[O:9])[CH:8]=1.[C:29](=O)([O-])[O-].[K+].[K+].CI, predict the reaction product. The product is: [CH3:1][O:2][C:3]1[C:4]([C:11]2[CH:12]=[C:13]([N:24]([CH3:29])[S:25]([CH3:28])(=[O:26])=[O:27])[CH:14]=[CH:15][C:16]=2[O:17][C:18]2[CH:23]=[CH:22][CH:21]=[CH:20][CH:19]=2)=[N:5][N:6]([CH3:10])[C:7](=[O:9])[CH:8]=1. (5) Given the reactants CO[C:3]([C:5]1[C:10](=[O:11])[N:9]([CH2:12][C:13]2[CH:18]=[CH:17][C:16]([C:19]([F:22])([F:21])[F:20])=[CH:15][CH:14]=2)[N:8]2[CH:23]=[C:24]([Cl:26])[CH:25]=[C:7]2[C:6]=1[OH:27])=[O:4].[NH2:28][C@H:29]([C:31]([OH:33])=[O:32])[CH3:30].C[O-].[Na+], predict the reaction product. The product is: [Cl:26][C:24]1[CH:25]=[C:7]2[C:6]([OH:27])=[C:5]([C:3]([NH:28][C@@H:29]([CH3:30])[C:31]([OH:33])=[O:32])=[O:4])[C:10](=[O:11])[N:9]([CH2:12][C:13]3[CH:18]=[CH:17][C:16]([C:19]([F:20])([F:22])[F:21])=[CH:15][CH:14]=3)[N:8]2[CH:23]=1. (6) The product is: [Cl:33][C:30]1[CH:31]=[C:32]2[C:27](=[C:28]([Cl:34])[CH:29]=1)[CH2:26][N:25]([CH3:35])[CH2:24][CH:23]2[C:19]1[CH:18]=[C:17]([S:14]([NH:13][CH2:12][CH2:11][O:10][CH2:9][CH2:8][O:7][CH2:6][CH2:5][O:4][CH2:3][CH2:2][NH:1][C:48](=[O:50])[C:37]([CH3:36])([CH3:58])[C:38]([NH:1][CH2:2][CH2:3][O:4][CH2:5][CH2:6][O:7][CH2:8][CH2:9][O:10][CH2:11][CH2:12][NH:13][S:14]([C:17]2[CH:22]=[CH:21][CH:20]=[C:19]([CH:23]3[C:32]4[C:27](=[C:28]([Cl:34])[CH:29]=[C:30]([Cl:33])[CH:31]=4)[CH2:26][N:25]([CH3:35])[CH2:24]3)[CH:18]=2)(=[O:16])=[O:15])=[O:40])(=[O:16])=[O:15])[CH:22]=[CH:21][CH:20]=1. Given the reactants [NH2:1][CH2:2][CH2:3][O:4][CH2:5][CH2:6][O:7][CH2:8][CH2:9][O:10][CH2:11][CH2:12][NH:13][S:14]([C:17]1[CH:22]=[CH:21][CH:20]=[C:19]([CH:23]2[C:32]3[C:27](=[C:28]([Cl:34])[CH:29]=[C:30]([Cl:33])[CH:31]=3)[CH2:26][N:25]([CH3:35])[CH2:24]2)[CH:18]=1)(=[O:16])=[O:15].[CH3:36][C:37]([CH3:58])([C:48]([O:50]N1C(=O)CCC1=O)=O)[C:38]([O:40]N1C(=O)CCC1=O)=O, predict the reaction product.